From a dataset of hERG Central: cardiac toxicity at 1µM, 10µM, and general inhibition. Predict hERG channel inhibition at various concentrations. (1) The compound is COC(=O)c1ccc(C(c2c(N)n(Cc3ccccc3)c(=O)n(C)c2=O)N2CCOCC2)cc1. Results: hERG_inhib (hERG inhibition (general)): blocker. (2) The drug is O=C(/C=C/c1cccc(F)c1)N1CCN(c2ccccn2)CC1. Results: hERG_inhib (hERG inhibition (general)): blocker. (3) The compound is COc1ccc(C(CCN(Cc2ccc(OC)c(OC)c2)C(C)=O)C(C)C)cc1. Results: hERG_inhib (hERG inhibition (general)): blocker. (4) The molecule is CCOc1cc(C2Nc3ccccc3C(=O)N2c2ccccc2)c(Br)cc1OCC(=O)O. Results: hERG_inhib (hERG inhibition (general)): blocker. (5) The drug is Cn1c(=O)c2c(nc(CN3CCN(C(=O)c4ccco4)CC3)n2Cc2ccc(Cl)cc2)n(C)c1=O. Results: hERG_inhib (hERG inhibition (general)): blocker. (6) Results: hERG_inhib (hERG inhibition (general)): blocker. The compound is CCOC(=O)c1[nH]c2ccc(OC)cc2c1NC(=O)CCN1CCc2ccccc2C1. (7) The drug is Cc1c(C(=O)N2CCN(c3ccccn3)CC2)sc2ncnc(N3CCOCC3)c12. Results: hERG_inhib (hERG inhibition (general)): blocker.